Dataset: Retrosynthesis with 50K atom-mapped reactions and 10 reaction types from USPTO. Task: Predict the reactants needed to synthesize the given product. (1) Given the product CC(C)(C)OC(=O)NCCC[C@@H](CNC(=O)[C@H](CCCNC(=O)OC(C)(C)C)NC(=O)[C@@H]1Cc2cccc(c2)-c2ccc(O)c(c2)C[C@H](NC(=O)OC(C)(C)C)C(=O)N[C@@H](CCCNC(=O)OC(C)(C)C)C(=O)N1)NC(=O)OC(C)(C)C, predict the reactants needed to synthesize it. The reactants are: CC(C)(C)OC(=O)NCCC[C@@H](CNC(=O)[C@@H](N)CCCNC(=O)OC(C)(C)C)NC(=O)OC(C)(C)C.CC(C)(C)OC(=O)NCCC[C@@H]1NC(=O)[C@@H](NC(=O)OC(C)(C)C)Cc2cc(ccc2O)-c2cccc(c2)C[C@@H](C(=O)O)NC1=O. (2) The reactants are: C[C@H](N)c1ccc(F)cc1.O=C(Cl)C(Br)CCBr. Given the product C[C@H](NC(=O)C(Br)CCBr)c1ccc(F)cc1, predict the reactants needed to synthesize it.